From a dataset of Peptide-MHC class II binding affinity with 134,281 pairs from IEDB. Regression. Given a peptide amino acid sequence and an MHC pseudo amino acid sequence, predict their binding affinity value. This is MHC class II binding data. The peptide sequence is CSGEPVVVHITDDNE. The MHC is HLA-DPA10103-DPB10301 with pseudo-sequence HLA-DPA10103-DPB10301. The binding affinity (normalized) is 0.